Dataset: Forward reaction prediction with 1.9M reactions from USPTO patents (1976-2016). Task: Predict the product of the given reaction. (1) The product is: [F:43][C:29]([F:28])([F:42])[C:30]1[CH:31]=[CH:32][C:33]([N:36]2[CH2:41][CH2:40][N:39]([CH2:69][CH2:70][CH:71]3[CH2:75][C:74]4([CH2:76][CH2:77][CH2:78][CH2:79][CH2:80]4)[C:73](=[O:81])[O:72]3)[CH2:38][CH2:37]2)=[CH:34][CH:35]=1. Given the reactants N1C2C=CC=CC=2N=C1C1CCN(CCC2OC(=O)C(CC)(CC)C2)CC1.[F:28][C:29]([F:43])([F:42])[C:30]1[CH:35]=[CH:34][C:33]([N:36]2[CH2:41][CH2:40][NH:39][CH2:38][CH2:37]2)=[CH:32][CH:31]=1.N1(C2C=CC=CC=2C#N)CCNCC1.CC1C=CC(S(O[CH2:69][CH2:70][CH:71]2[CH2:75][C:74]3([CH2:80][CH2:79][CH2:78][CH2:77][CH2:76]3)[C:73](=[O:81])[O:72]2)(=O)=O)=CC=1.CC1C=CC(S(OCCC2CC(CC)(CC)C(=O)O2)(=O)=O)=CC=1, predict the reaction product. (2) Given the reactants [CH3:1][NH:2][CH2:3][C:4]1[CH:5]=[C:6]([C:10]2[CH:15]=[CH:14][C:13]([CH:16]=[C:17]3[S:21][C:20](=[O:22])[NH:19][C:18]3=[O:23])=[CH:12][CH:11]=2)[CH:7]=[CH:8][CH:9]=1.[CH3:24][C:25]([CH3:30])([CH3:29])[C:26](Cl)=[O:27], predict the reaction product. The product is: [O:22]=[C:20]1[NH:19][C:18](=[O:23])[C:17](=[CH:16][C:13]2[CH:12]=[CH:11][C:10]([C:6]3[CH:7]=[CH:8][CH:9]=[C:4]([CH2:3][N:2]([CH3:1])[C:26](=[O:27])[C:25]([CH3:30])([CH3:29])[CH3:24])[CH:5]=3)=[CH:15][CH:14]=2)[S:21]1. (3) Given the reactants [O:1]=[C:2]1[N:10]2[C@@H:5]([CH2:6][O:7][C@@H:8]([C:11]([OH:13])=O)[CH2:9]2)[CH2:4][CH2:3]1.C(Cl)(=O)OCC(C)C.Cl.[Cl:23][C:24]1[C:25]([CH2:30][NH2:31])=[N:26][CH:27]=[CH:28][N:29]=1.O, predict the reaction product. The product is: [Cl:23][C:24]1[C:25]([CH2:30][NH:31][C:11]([C@@H:8]2[O:7][CH2:6][C@H:5]3[CH2:4][CH2:3][C:2](=[O:1])[N:10]3[CH2:9]2)=[O:13])=[N:26][CH:27]=[CH:28][N:29]=1. (4) The product is: [CH2:5]([O:7][C:8]1[CH:17]=[C:16]2[CH:11]([CH2:12][CH2:13][N:14]([CH2:40][C:39]3[CH:42]=[C:43]([O:47][CH3:48])[C:44]([O:45][CH3:46])=[C:37]([O:36][CH3:35])[CH:38]=3)[CH2:15]2)[CH2:10][C:9]=1[O:18][CH2:19][C:20]1[CH:25]=[CH:24][CH:23]=[CH:22][CH:21]=1)[CH3:6]. Given the reactants C(O)(=O)C.[CH2:5]([O:7][C:8]1[CH:17]=[C:16]2[C:11]([CH2:12][CH2:13][NH:14][CH2:15]2)=[CH:10][C:9]=1[O:18][CH2:19][C:20]1[CH:25]=[CH:24][CH:23]=[CH:22][CH:21]=1)[CH3:6].CCN(C(C)C)C(C)C.[CH3:35][O:36][C:37]1[CH:38]=[C:39]([CH:42]=[C:43]([O:47][CH3:48])[C:44]=1[O:45][CH3:46])[CH2:40]Cl.O, predict the reaction product. (5) Given the reactants [OH:1][C@H:2]([C:9]1[N:10]=[C:11]([C:14](=O)[CH3:15])[NH:12][CH:13]=1)[C@H:3]([OH:8])[C@H:4]([OH:7])[CH2:5][OH:6].[Cl:17][C:18]1[CH:19]=[C:20]([CH:25]=[CH:26][CH:27]=1)[C:21]([NH:23][NH2:24])=[O:22], predict the reaction product. The product is: [Cl:17][C:18]1[CH:19]=[C:20]([CH:25]=[CH:26][CH:27]=1)[C:21]([NH:23][N:24]=[C:14]([C:11]1[NH:12][CH:13]=[C:9]([C@@H:2]([OH:1])[C@H:3]([OH:8])[C@H:4]([OH:7])[CH2:5][OH:6])[N:10]=1)[CH3:15])=[O:22]. (6) Given the reactants [F:1][C:2]([F:11])([F:10])[CH2:3][CH2:4][CH:5]([C:8]#[N:9])[C:6]#[N:7].FC(F)(F)S(O[CH2:18][C:19]([F:31])([F:30])[C:20]([F:29])([F:28])[C:21]([F:27])([F:26])[C:22]([F:25])([F:24])[F:23])(=O)=O.C(=O)([O-])[O-].[K+].[K+].Cl, predict the reaction product. The product is: [F:30][C:19]([F:31])([C:20]([F:28])([F:29])[C:21]([F:26])([F:27])[C:22]([F:25])([F:24])[F:23])[CH2:18][C:5]([CH2:4][CH2:3][C:2]([F:10])([F:11])[F:1])([C:8]#[N:9])[C:6]#[N:7].